Predict the product of the given reaction. From a dataset of Forward reaction prediction with 1.9M reactions from USPTO patents (1976-2016). (1) Given the reactants Cl.[O:2]1[CH2:7][CH2:6][CH:5]([CH2:8][O:9][C:10]2[CH:11]=[C:12](/[CH:16]=[CH:17]/[CH2:18][NH2:19])[CH:13]=[CH:14][CH:15]=2)[CH2:4][CH2:3]1, predict the reaction product. The product is: [O:2]1[CH2:7][CH2:6][CH:5]([CH2:8][O:9][C:10]2[CH:11]=[C:12]([CH2:16][CH2:17][CH2:18][NH2:19])[CH:13]=[CH:14][CH:15]=2)[CH2:4][CH2:3]1. (2) Given the reactants N#N.[C:3]([O:7][C:8]([NH:10][C@H:11]([CH2:15][C:16]1[CH:21]=[CH:20][C:19]([O:22][CH3:23])=[CH:18][CH:17]=1)[C:12](O)=O)=[O:9])([CH3:6])([CH3:5])[CH3:4].C(N1CCOCC1)C.CN(C(ON1N=NC2C=CC=CC1=2)=[N+](C)C)C.[B-](F)(F)(F)F.[F:54][C:55]1[CH:56]=[C:57]([NH2:62])[C:58]([NH2:61])=[CH:59][CH:60]=1, predict the reaction product. The product is: [F:54][C:55]1[CH:60]=[CH:59][C:58]2[NH:61][C:12]([C@H:11]([NH:10][C:8](=[O:9])[O:7][C:3]([CH3:6])([CH3:5])[CH3:4])[CH2:15][C:16]3[CH:21]=[CH:20][C:19]([O:22][CH3:23])=[CH:18][CH:17]=3)=[N:62][C:57]=2[CH:56]=1. (3) Given the reactants [NH4+].C(O)(=O)C.CC(C)=O.[F:10][CH:11]([F:35])[N:12]1[C:16]([CH2:17][C:18]2[CH:23]=[CH:22][C:21]([N+:24]([O-])=O)=[C:20]([CH3:27])[CH:19]=2)=[N:15][C:14]([C:28]([F:34])([F:33])[C:29]([F:32])([F:31])[F:30])=[N:13]1.FC(F)N1C(C(F)(F)C(F)(F)F)=NC(CC2C=CC([N+]([O-])=O)=C(C)C=2)=N1, predict the reaction product. The product is: [F:35][CH:11]([F:10])[N:12]1[C:16]([CH2:17][C:18]2[CH:23]=[CH:22][C:21]([NH2:24])=[C:20]([CH3:27])[CH:19]=2)=[N:15][C:14]([C:28]([F:34])([F:33])[C:29]([F:30])([F:31])[F:32])=[N:13]1. (4) Given the reactants Cl[C:2]1[CH:7]=[C:6]([C:8]([F:11])([F:10])[F:9])[CH:5]=[CH:4][C:3]=1[N+:12]([O-:14])=[O:13].[NH2:15][CH2:16][C@@H:17]1[CH2:21][CH2:20][N:19]([C:22]([O:24][C:25]([CH3:28])([CH3:27])[CH3:26])=[O:23])[CH2:18]1.CCN(C(C)C)C(C)C, predict the reaction product. The product is: [N+:12]([C:3]1[CH:4]=[CH:5][C:6]([C:8]([F:11])([F:10])[F:9])=[CH:7][C:2]=1[NH:15][CH2:16][C@@H:17]1[CH2:21][CH2:20][N:19]([C:22]([O:24][C:25]([CH3:28])([CH3:27])[CH3:26])=[O:23])[CH2:18]1)([O-:14])=[O:13]. (5) Given the reactants [NH2:1][C:2]1[N:7]=[CH:6][C:5]([CH:8](C(OCC)=O)[C:9]([O:11][CH2:12][CH3:13])=[O:10])=[CH:4][CH:3]=1.[Cl-].[Li+], predict the reaction product. The product is: [NH2:1][C:2]1[N:7]=[CH:6][C:5]([CH2:8][C:9]([O:11][CH2:12][CH3:13])=[O:10])=[CH:4][CH:3]=1. (6) Given the reactants [Cl:1][C:2]1[C:10]([Cl:11])=[C:9]2[C:5]([CH2:6][C:7]([CH:14]3[CH2:18][CH2:17][CH2:16][CH2:15]3)([CH3:13])[C:8]2=[O:12])=[CH:4][C:3]=1[C:19]#[C:20][C:21]1[CH:26]=[CH:25][C:24]([C:27]2[N:28]=[N:29][NH:30][N:31]=2)=[CH:23][CH:22]=1, predict the reaction product. The product is: [Cl:1][C:2]1[C:10]([Cl:11])=[C:9]2[C:5]([CH2:6][C:7]([CH:14]3[CH2:18][CH2:17][CH2:16][CH2:15]3)([CH3:13])[C:8]2=[O:12])=[CH:4][C:3]=1[CH2:19][CH2:20][C:21]1[CH:22]=[CH:23][C:24]([C:27]2[N:28]=[N:29][NH:30][N:31]=2)=[CH:25][CH:26]=1. (7) Given the reactants [CH2:1]1[C:10]2[C:5](=[CH:6][CH:7]=[C:8]([C:11]([O:13][CH2:14][C:15]3[CH:20]=[CH:19][CH:18]=[CH:17][CH:16]=3)=[O:12])[CH:9]=2)[CH2:4][C@H:3]([C:21]([O:23][CH2:24][C:25]2[CH:30]=[CH:29][CH:28]=[CH:27][CH:26]=2)=[O:22])[N:2]1C(OC(C)(C)C)=O.[ClH:38], predict the reaction product. The product is: [ClH:38].[CH2:1]1[C:10]2[C:5](=[CH:6][CH:7]=[C:8]([C:11]([O:13][CH2:14][C:15]3[CH:20]=[CH:19][CH:18]=[CH:17][CH:16]=3)=[O:12])[CH:9]=2)[CH2:4][C@H:3]([C:21]([O:23][CH2:24][C:25]2[CH:26]=[CH:27][CH:28]=[CH:29][CH:30]=2)=[O:22])[NH:2]1.